Dataset: Forward reaction prediction with 1.9M reactions from USPTO patents (1976-2016). Task: Predict the product of the given reaction. (1) Given the reactants Cl.[O:2]1[C:6]2[CH:7]=[CH:8][CH:9]=[C:10]([CH:11]3[CH2:16][CH2:15][N:14]([CH2:17][CH2:18][C@H:19]4[CH2:24][CH2:23][C@H:22]([NH2:25])[CH2:21][CH2:20]4)[CH2:13][CH2:12]3)[C:5]=2[O:4][CH2:3]1.[CH3:26][O:27][C@@H:28]([CH3:32])[C:29](O)=[O:30], predict the reaction product. The product is: [O:2]1[C:6]2[CH:7]=[CH:8][CH:9]=[C:10]([CH:11]3[CH2:16][CH2:15][N:14]([CH2:17][CH2:18][C@H:19]4[CH2:20][CH2:21][C@H:22]([NH:25][C:29](=[O:30])[C@@H:28]([O:27][CH3:26])[CH3:32])[CH2:23][CH2:24]4)[CH2:13][CH2:12]3)[C:5]=2[O:4][CH2:3]1. (2) Given the reactants F[C:2]1[CH:7]=[CH:6][C:5]([C:8]2[O:9][C:10]3[CH:16]=[CH:15][CH:14]=[CH:13][C:11]=3[N:12]=2)=[CH:4][C:3]=1[N+:17]([O-:19])=[O:18].C([O-])([O-])=O.[K+].[K+].C(OC(=O)[CH2:32][C:33]#[N:34])(C)(C)C.Cl.C1(C)C=CC(S(O)(=O)=O)=CC=1, predict the reaction product. The product is: [O:9]1[C:10]2[CH:16]=[CH:15][CH:14]=[CH:13][C:11]=2[N:12]=[C:8]1[C:5]1[CH:6]=[CH:7][C:2]([CH2:32][C:33]#[N:34])=[C:3]([N+:17]([O-:19])=[O:18])[CH:4]=1. (3) Given the reactants [F:1][C:2]([F:9])([F:8])[C:3]1[N:7]=[CH:6][NH:5][N:4]=1.[CH3:10][C:11]1[CH:16]=[C:15]([CH3:17])[CH:14]=[CH:13][C:12]=1B1OBOBO1.N1C=CC=CC=1.Cl, predict the reaction product. The product is: [CH3:10][C:11]1[CH:12]=[CH:13][C:14]([N:5]2[CH:6]=[N:7][C:3]([C:2]([F:9])([F:8])[F:1])=[N:4]2)=[C:15]([CH3:17])[CH:16]=1. (4) The product is: [C:36]1([NH:35][C:2]2[CH:3]=[CH:4][C:5]3[N:6]([C:15]4[CH:20]=[CH:19][CH:18]=[CH:17][CH:16]=4)[C:7]4[C:12]([C:13]=3[CH:14]=2)=[CH:11][CH:10]=[CH:9][CH:8]=4)[CH:41]=[CH:40][CH:39]=[CH:38][CH:37]=1. Given the reactants Br[C:2]1[CH:3]=[CH:4][C:5]2[N:6]([C:15]3[CH:20]=[CH:19][CH:18]=[CH:17][CH:16]=3)[C:7]3[C:12]([C:13]=2[CH:14]=1)=[CH:11][CH:10]=[CH:9][CH:8]=3.C(O[Na])(C)(C)C.C1(C)C(C)=CC=CC=1.[NH2:35][C:36]1[CH:41]=[CH:40][CH:39]=[CH:38][CH:37]=1, predict the reaction product.